From a dataset of Reaction yield outcomes from USPTO patents with 853,638 reactions. Predict the reaction yield, written as a fraction of the theoretical maximum amount of product (1.0 means a 100% yield; for example, 0.34 means a 34% yield). (1) The yield is 0.950. The reactants are CN/[C:3](/[CH3:9])=[CH:4]/[C:5]([O:7][CH3:8])=[O:6].N1C=CC=CC=1.[N+:16]([C:19]1[CH:27]=[CH:26][C:22]([C:23](Cl)=[O:24])=[CH:21][CH:20]=1)([O-:18])=[O:17].[OH2:28]. The product is [N+:16]([C:19]1[CH:27]=[CH:26][C:22]([C:23]([CH:4]([C:3](=[O:28])[CH3:9])[C:5]([O:7][CH3:8])=[O:6])=[O:24])=[CH:21][CH:20]=1)([O-:18])=[O:17]. The catalyst is C1COCC1. (2) The product is [F:19][C:18]([F:21])([F:20])[S:16]([C:13]1[CH:14]=[CH:15][C:10](/[CH:9]=[CH:8]/[C:5]2[O:6][CH:7]=[C:3]([CH2:2][O:22][C:23]3[CH:30]=[CH:29][C:26]([CH:27]=[O:28])=[CH:25][CH:24]=3)[N:4]=2)=[CH:11][CH:12]=1)=[O:17]. The reactants are Cl[CH2:2][C:3]1[N:4]=[C:5]([CH:8]=[CH:9][C:10]2[CH:15]=[CH:14][C:13]([S:16]([C:18]([F:21])([F:20])[F:19])=[O:17])=[CH:12][CH:11]=2)[O:6][CH:7]=1.[OH:22][C:23]1[CH:30]=[CH:29][C:26]([CH:27]=[O:28])=[CH:25][CH:24]=1.C(=O)([O-])[O-].[Cs+].[Cs+].[I-].[K+]. The catalyst is CC(=O)CC. The yield is 0.780. (3) The reactants are [ClH:1].[F:2][C:3]1[C:22]([F:23])=[C:21]([CH2:24][N:25]2[C:33](=[O:34])[C:32]([C:35](=[O:57])[NH:36][C:37]3[CH:42]=[CH:41][C:40]([C:43]([F:46])([F:45])[F:44])=[CH:39][C:38]=3[C:47]3[CH:52]=[C:51]([C:53]([F:56])([F:55])[F:54])[N:50]=[CH:49][N:48]=3)=[C:31]([OH:58])[C:27]3([CH2:30][CH2:29][CH2:28]3)[N:26]2[CH3:59])[CH:20]=[CH:19][C:4]=1[O:5][CH2:6][C@@H:7]1[CH2:11][CH2:10][CH2:9][N:8]1C(OC(C)(C)C)=O. The catalyst is O1CCOCC1. The product is [ClH:1].[F:23][C:22]1[C:3]([F:2])=[C:4]([O:5][CH2:6][C@@H:7]2[CH2:11][CH2:10][CH2:9][NH:8]2)[CH:19]=[CH:20][C:21]=1[CH2:24][N:25]1[C:33](=[O:34])[C:32]([C:35]([NH:36][C:37]2[CH:42]=[CH:41][C:40]([C:43]([F:45])([F:46])[F:44])=[CH:39][C:38]=2[C:47]2[CH:52]=[C:51]([C:53]([F:54])([F:55])[F:56])[N:50]=[CH:49][N:48]=2)=[O:57])=[C:31]([OH:58])[C:27]2([CH2:28][CH2:29][CH2:30]2)[N:26]1[CH3:59]. The yield is 1.00.